Dataset: TCR-epitope binding with 47,182 pairs between 192 epitopes and 23,139 TCRs. Task: Binary Classification. Given a T-cell receptor sequence (or CDR3 region) and an epitope sequence, predict whether binding occurs between them. (1) The epitope is LLSAGIFGA. The TCR CDR3 sequence is CASSPEISGRLDEQYF. Result: 0 (the TCR does not bind to the epitope). (2) The epitope is RPHERNGFTVL. The TCR CDR3 sequence is CASSSFGGAEQFF. Result: 0 (the TCR does not bind to the epitope).